From a dataset of Forward reaction prediction with 1.9M reactions from USPTO patents (1976-2016). Predict the product of the given reaction. Given the reactants O[C:2]1([OH:9])[CH2:5][CH:4]([C:6]([OH:8])=O)[CH2:3]1.C(Cl)Cl.CN(C=O)C.C1N=CN(C(N2C=NC=C2)=O)C=1.[CH:30]1([N:34]2[CH2:40][CH2:39][CH2:38][NH:37][CH2:36][CH2:35]2)[CH2:33][CH2:32][CH2:31]1, predict the reaction product. The product is: [CH:30]1([N:34]2[CH2:40][CH2:39][CH2:38][N:37]([C:6]([CH:4]3[CH2:3][C:2](=[O:9])[CH2:5]3)=[O:8])[CH2:36][CH2:35]2)[CH2:33][CH2:32][CH2:31]1.